From a dataset of Forward reaction prediction with 1.9M reactions from USPTO patents (1976-2016). Predict the product of the given reaction. (1) Given the reactants [N+:1]([O-:4])(O)=[O:2].[F:5][C:6]1[CH:7]=[C:8]2[C:13](=[CH:14][CH:15]=1)[O:12][CH2:11][CH2:10][CH2:9]2, predict the reaction product. The product is: [F:5][C:6]1[CH:7]=[C:8]2[C:13](=[C:14]([N+:1]([O-:4])=[O:2])[CH:15]=1)[O:12][CH2:11][CH2:10][CH2:9]2. (2) Given the reactants [CH3:1][O:2][C:3]([C:5]1[C:6]([OH:25])=[C:7]2[C:12](=[C:13](Br)[N:14]=1)[N:11]([CH2:16][C:17]1[CH:22]=[CH:21][CH:20]=[CH:19][CH:18]=1)[C:10](=[O:23])[C:9]([CH3:24])=[CH:8]2)=[O:4].C([Sn](CCCC)(CCCC)[C:31]1[CH:32]=[N:33][CH:34]=[CH:35][CH:36]=1)CCC.CCOC(C)=O.Cl, predict the reaction product. The product is: [CH3:1][O:2][C:3]([C:5]1[C:6]([OH:25])=[C:7]2[C:12](=[C:13]([C:31]3[CH:32]=[N:33][CH:34]=[CH:35][CH:36]=3)[N:14]=1)[N:11]([CH2:16][C:17]1[CH:22]=[CH:21][CH:20]=[CH:19][CH:18]=1)[C:10](=[O:23])[C:9]([CH3:24])=[CH:8]2)=[O:4]. (3) Given the reactants C([O:8][C:9]([C:11]1[CH:20]=[CH:19][C:18]2[C:13](=[CH:14][CH:15]=[C:16]([O:21][CH2:22][C:23]3[CH:28]=[CH:27][CH:26]=[CH:25][CH:24]=3)[CH:17]=2)[CH:12]=1)=O)C1C=CC=CC=1.[H-].C([Al+]CC(C)C)C(C)C.C(O)(=O)CC(CC(O)=O)(C(O)=O)O, predict the reaction product. The product is: [CH2:22]([O:21][C:16]1[CH:17]=[C:18]2[C:13](=[CH:14][CH:15]=1)[CH:12]=[C:11]([CH2:9][OH:8])[CH:20]=[CH:19]2)[C:23]1[CH:24]=[CH:25][CH:26]=[CH:27][CH:28]=1. (4) Given the reactants OS(O)(=O)=O.[NH2:6][C:7]1[N:15]=[CH:14][CH:13]=[CH:12][C:8]=1[C:9]([OH:11])=[O:10].[CH3:16]O, predict the reaction product. The product is: [NH2:6][C:7]1[N:15]=[CH:14][CH:13]=[CH:12][C:8]=1[C:9]([O:11][CH3:16])=[O:10]. (5) Given the reactants [NH2:1][C:2]1[CH:10]=[CH:9][C:8]([O:11][C:12]([F:15])([F:14])[F:13])=[CH:7][C:3]=1[C:4]([NH2:6])=O.[Cl:16][C:17]1[CH:25]=[CH:24][CH:23]=[CH:22][C:18]=1[C:19](Cl)=O.[NH:26]1[CH2:31][CH2:30][CH2:29][CH2:28][CH2:27]1, predict the reaction product. The product is: [Cl:16][C:17]1[CH:25]=[CH:24][CH:23]=[CH:22][C:18]=1[C:19]1[N:6]=[C:4]([N:26]2[CH2:31][CH2:30][CH2:29][CH2:28][CH2:27]2)[C:3]2[C:2](=[CH:10][CH:9]=[C:8]([O:11][C:12]([F:15])([F:14])[F:13])[CH:7]=2)[N:1]=1. (6) Given the reactants [CH3:1][N:2]1[CH2:20][CH2:19][C:5]2[N:6]([CH2:14][CH2:15][C:16](O)=[O:17])[C:7]3[CH:8]=[CH:9][C:10]([CH3:13])=[CH:11][C:12]=3[C:4]=2[CH2:3]1.[NH:21]1[CH2:26][CH2:25][CH:24]([NH:27][C:28](=[O:34])[O:29][C:30]([CH3:33])([CH3:32])[CH3:31])[CH2:23][CH2:22]1.CCN=C=NCCCN(C)C.Cl.C(N(CC)CC)C.FC(F)(F)C([O-])=O, predict the reaction product. The product is: [CH3:1][N:2]1[CH2:20][CH2:19][C:5]2[N:6]([CH2:14][CH2:15][C:16]([N:21]3[CH2:22][CH2:23][CH:24]([NH:27][C:28](=[O:34])[O:29][C:30]([CH3:31])([CH3:33])[CH3:32])[CH2:25][CH2:26]3)=[O:17])[C:7]3[CH:8]=[CH:9][C:10]([CH3:13])=[CH:11][C:12]=3[C:4]=2[CH2:3]1.